From a dataset of Catalyst prediction with 721,799 reactions and 888 catalyst types from USPTO. Predict which catalyst facilitates the given reaction. (1) Reactant: [Br:1][C:2]1[CH:11]=[C:10]2[C:5]([CH2:6][C:7]([CH2:14][O:15][Si:16]([C:19]([CH3:22])([CH3:21])[CH3:20])([CH3:18])[CH3:17])([CH3:13])[CH2:8][C:9]2=O)=[CH:4][CH:3]=1.[C:23](=[O:26])([O-])[O-].[NH4+:27].[NH4+:28].[C-]#N.[K+].S([O-])(O)=O.[Na+].[NH4+].[Cl-].CCO[C:42](C)=[O:43]. Product: [Br:1][C:2]1[CH:11]=[C:10]2[C:5]([CH2:6][C:7]([CH2:14][O:15][Si:16]([C:19]([CH3:21])([CH3:20])[CH3:22])([CH3:17])[CH3:18])([CH3:13])[CH2:8][C:9]32[C:42](=[O:43])[NH:28][C:23](=[O:26])[NH:27]3)=[CH:4][CH:3]=1. The catalyst class is: 315. (2) The catalyst class is: 2. Product: [CH:26]([N:22]1[CH2:23][CH2:24][N:19]([C:17]([C:12]2[CH:13]=[CH:14][CH:15]=[C:16]3[C:11]=2[NH:10][CH:9]=[C:8]3[CH2:7][N:1]2[CH2:6][CH2:5][O:4][CH2:3][CH2:2]2)=[O:18])[CH2:20][CH2:21]1)([CH3:28])[CH3:25]. Reactant: [N:1]1([CH2:7][C:8]2[C:16]3[C:11](=[C:12]([C:17]([N:19]4[CH2:24][CH2:23][NH:22][CH2:21][CH2:20]4)=[O:18])[CH:13]=[CH:14][CH:15]=3)[NH:10][CH:9]=2)[CH2:6][CH2:5][O:4][CH2:3][CH2:2]1.[CH3:25][C:26]([CH3:28])=O.[BH-](OC(C)=O)(OC(C)=O)OC(C)=O.[Na+]. (3) Reactant: O(CC([N:11]1[CH:15]=[CH:14][CH:13]([C:16]2[CH:17]=[C:18]([CH:23]=[CH:24][CH:25]=2)[C:19]([O:21][CH3:22])=[O:20])[CH2:12]1)=O)C1C=CC=CC=1.CO. Product: [NH:11]1[CH2:15][CH2:14][CH:13]([C:16]2[CH:17]=[C:18]([CH:23]=[CH:24][CH:25]=2)[C:19]([O:21][CH3:22])=[O:20])[CH2:12]1. The catalyst class is: 45. (4) Reactant: [CH3:1][O:2][C:3]1[N:8]=[C:7]([O:9][CH3:10])[C:6](B(O)O)=[CH:5][N:4]=1.[F-].[K+].Cl[C:17]1[C:23]2[CH:24]=[C:25]([Cl:28])[CH:26]=[CH:27][C:22]=2[N:21]([CH3:29])[C:20](=[O:30])[CH2:19][N:18]=1.P(C(C)(C)C)(C(C)(C)C)C(C)(C)C. Product: [Cl:28][C:25]1[CH:26]=[CH:27][C:22]2[N:21]([CH3:29])[C:20](=[O:30])[CH2:19][N:18]=[C:17]([C:6]3[C:7]([O:9][CH3:10])=[N:8][C:3]([O:2][CH3:1])=[N:4][CH:5]=3)[C:23]=2[CH:24]=1. The catalyst class is: 110. (5) Reactant: Br[C:2]1[CH:7]=[N:6][CH:5]=[C:4]2[S:8][C:9]([C:11]([O:13][CH3:14])=[O:12])=[CH:10][C:3]=12.C(N(CC)CC)C.C1COCC1. Product: [S:8]1[C:4]2=[CH:5][N:6]=[CH:7][CH:2]=[C:3]2[CH:10]=[C:9]1[C:11]([O:13][CH3:14])=[O:12]. The catalyst class is: 43.